From a dataset of Forward reaction prediction with 1.9M reactions from USPTO patents (1976-2016). Predict the product of the given reaction. (1) Given the reactants C(N(CC)CC)C.[CH3:8][C:9]1[CH:17]=[CH:16][CH:15]=[C:14]([CH3:18])[C:10]=1[C:11](Cl)=[O:12].[CH3:19][O:20][C:21]1[CH:26]=[C:25]([O:27][CH3:28])[CH:24]=[CH:23][C:22]=1[CH2:29]/[C:30](=[N:32]/[OH:33])/[NH2:31], predict the reaction product. The product is: [CH3:19][O:20][C:21]1[CH:26]=[C:25]([O:27][CH3:28])[CH:24]=[CH:23][C:22]=1[CH2:29]/[C:30](=[N:32]/[O:33][C:11](=[O:12])[C:10]1[C:14]([CH3:18])=[CH:15][CH:16]=[CH:17][C:9]=1[CH3:8])/[NH2:31]. (2) Given the reactants [ClH:1].[CH2:2]([N:14]([CH3:21])[C:15](=[NH:20])[NH:16][C:17](=[NH:19])[NH2:18])[CH2:3][CH2:4][CH2:5][CH2:6][CH2:7][CH2:8][CH2:9][CH2:10][CH2:11][CH2:12][CH3:13].CN(C=O)C.[C:27]12(CS(O)(=O)=O)C(C)(C)C(C[CH2:33]1)C[C:28]2=O, predict the reaction product. The product is: [ClH:1].[CH2:2]([N:14]([CH3:21])[C:15]1[N:16]=[C:17]([NH2:18])[NH:19][C:27]([CH3:33])([CH3:28])[N:20]=1)[CH2:3][CH2:4][CH2:5][CH2:6][CH2:7][CH2:8][CH2:9][CH2:10][CH2:11][CH2:12][CH3:13]. (3) Given the reactants [Cl:1][C:2]1[CH:7]=[CH:6][C:5]([CH:8]([C:20]2[CH:25]=[CH:24][C:23]([OH:26])=[CH:22][CH:21]=2)[CH2:9][C:10]([C:12]2[CH:13]=[CH:14][C:15](=[O:19])[N:16]([CH3:18])[CH:17]=2)=[O:11])=[C:4]([CH3:27])[CH:3]=1.Br[CH2:29][CH2:30][CH2:31][C:32]([O:34][CH3:35])=[O:33].C(=O)([O-])[O-].[Cs+].[Cs+], predict the reaction product. The product is: [CH3:35][O:34][C:32](=[O:33])[CH2:31][CH2:30][CH2:29][O:26][C:23]1[CH:22]=[CH:21][C:20]([CH:8]([C:5]2[CH:6]=[CH:7][C:2]([Cl:1])=[CH:3][C:4]=2[CH3:27])[CH2:9][C:10]([C:12]2[CH:13]=[CH:14][C:15](=[O:19])[N:16]([CH3:18])[CH:17]=2)=[O:11])=[CH:25][CH:24]=1. (4) Given the reactants Cl.[F:2][C:3]([F:21])([F:20])[C:4]1[CH:9]=[CH:8][C:7]([C:10]2[CH:19]=[C:18]3[C:13]([CH2:14][CH2:15][NH:16][CH2:17]3)=[CH:12][CH:11]=2)=[CH:6][CH:5]=1.[N:22]1[CH:27]=[CH:26][CH:25]=[C:24]([C:28](O)=[O:29])[N:23]=1.CN(C(ON1N=NC2C=CC=NC1=2)=[N+](C)C)C.F[P-](F)(F)(F)(F)F.CN1CCOCC1, predict the reaction product. The product is: [N:22]1[CH:27]=[CH:26][CH:25]=[C:24]([C:28]([N:16]2[CH2:15][CH2:14][C:13]3[C:18](=[CH:19][C:10]([C:7]4[CH:6]=[CH:5][C:4]([C:3]([F:2])([F:20])[F:21])=[CH:9][CH:8]=4)=[CH:11][CH:12]=3)[CH2:17]2)=[O:29])[N:23]=1. (5) Given the reactants [Br:1][C:2]1[CH:7]=[CH:6][C:5]([P:8]([C:15]2[CH:20]=[CH:19][C:18]([Br:21])=[CH:17][CH:16]=2)[C:9]2[CH:14]=[CH:13][CH:12]=[CH:11][CH:10]=2)=[CH:4][CH:3]=1.OO.S([O-])([O-])=[O:25].[Na+].[Na+], predict the reaction product. The product is: [Br:1][C:2]1[CH:7]=[CH:6][C:5]([P:8](=[O:25])([C:15]2[CH:16]=[CH:17][C:18]([Br:21])=[CH:19][CH:20]=2)[C:9]2[CH:14]=[CH:13][CH:12]=[CH:11][CH:10]=2)=[CH:4][CH:3]=1.